Dataset: Full USPTO retrosynthesis dataset with 1.9M reactions from patents (1976-2016). Task: Predict the reactants needed to synthesize the given product. (1) Given the product [CH2:12]1[O:21][C:20]2[CH:19]=[CH:18][C:16]([NH:17][C:2]3[CH:3]=[C:4]([OH:11])[CH:5]=[CH:6][C:7]=3[N+:8]([O-:10])=[O:9])=[CH:15][C:14]=2[O:13]1, predict the reactants needed to synthesize it. The reactants are: F[C:2]1[CH:3]=[C:4]([OH:11])[CH:5]=[CH:6][C:7]=1[N+:8]([O-:10])=[O:9].[CH2:12]1[O:21][C:20]2[CH:19]=[CH:18][C:16]([NH2:17])=[CH:15][C:14]=2[O:13]1. (2) Given the product [C:67]1([O:66][C:61]2[CH:60]=[CH:59][C:58]([C:57]3[C:50]4[C:49]([Cl:48])=[N:54][CH:53]=[N:52][C:51]=4[N:55]([C@H:73]4[CH2:74][CH2:75][C@H:76]([N:79]5[CH2:80][CH2:81][N:82]([CH3:85])[CH2:83][CH2:84]5)[CH2:77][CH2:78]4)[CH:56]=3)=[CH:65][C:62]=2[CH3:63])[CH:72]=[CH:71][CH:70]=[CH:69][CH:68]=1, predict the reactants needed to synthesize it. The reactants are: ClC1C2C(I)=CN([C@H]3CC[C@H](N4CCN(C)CC4)CC3)C=2N=CN=1.C1(OC2C=CC(B3OC(C)(C)C(C)(C)O3)=CC=2C)C=CC=CC=1.[Cl:48][C:49]1[C:50]2[C:57]([C:58]3[CH:59]=[CH:60][C:61]([O:66][C:67]4[CH:72]=[CH:71][CH:70]=[CH:69][CH:68]=4)=[C:62]([CH:65]=3)[C:63]#N)=[CH:56][N:55]([C@H:73]3[CH2:78][CH2:77][C@H:76]([N:79]4[CH2:84][CH2:83][N:82]([CH3:85])[CH2:81][CH2:80]4)[CH2:75][CH2:74]3)[C:51]=2[N:52]=[CH:53][N:54]=1.CO[C@@H]1[C@@H](C(OC)=O)[C@@H]2[C@@H](CN3[C@H](C2)C2NC4C=C(OC)C=CC=4C=2CC3)C[C@H]1OC(C1C=C(OC)C(OC)=C(OC)C=1)=O. (3) Given the product [Cl:25][C:12]1[C:13](=[O:16])[O:14][CH2:15][C:11]=1[N:10]([CH2:9][C:4]1[CH:5]=[N:6][C:7]([Cl:8])=[C:2]([Cl:1])[CH:3]=1)[CH3:17], predict the reactants needed to synthesize it. The reactants are: [Cl:1][C:2]1[CH:3]=[C:4]([CH2:9][N:10]([CH3:17])[C:11]2[CH2:15][O:14][C:13](=[O:16])[CH:12]=2)[CH:5]=[N:6][C:7]=1[Cl:8].C(N(CC)CC)C.[Cl:25]N1C(=O)CCC1=O. (4) Given the product [F:23][C:24]1[CH:32]=[C:31]2[C:27]([C:28]([CH:33]3[CH2:38][CH2:37][N:36]([CH2:39][C:40]([NH:43][CH2:44][C:45]4[NH:46][C:47](=[O:55])[C:48]5[CH2:54][O:53][CH2:52][CH2:51][C:49]=5[N:50]=4)=[O:41])[CH2:35][CH2:34]3)=[N:29][NH:30]2)=[CH:26][CH:25]=1, predict the reactants needed to synthesize it. The reactants are: CCN=C=NCCCN(C)C.Cl.C1C=CC2N(O)N=NC=2C=1.[F:23][C:24]1[CH:32]=[C:31]2[C:27]([C:28]([CH:33]3[CH2:38][CH2:37][N:36]([CH2:39][C:40](O)=[O:41])[CH2:35][CH2:34]3)=[N:29][NH:30]2)=[CH:26][CH:25]=1.[NH2:43][CH2:44][C:45]1[NH:46][C:47](=[O:55])[C:48]2[CH2:54][O:53][CH2:52][CH2:51][C:49]=2[N:50]=1.CCN(CC)CC. (5) The reactants are: [Cl:1][C:2]1[CH:3]=[C:4]2[C:9](=[C:10]([S:12][CH3:13])[CH:11]=1)[O:8][CH:7]([C:14]([F:17])([F:16])[F:15])[C:6]([C:18]([O:20]CC)=[O:19])=[CH:5]2.[OH-].[Na+]. Given the product [Cl:1][C:2]1[CH:3]=[C:4]2[C:9](=[C:10]([S:12][CH3:13])[CH:11]=1)[O:8][CH:7]([C:14]([F:17])([F:16])[F:15])[C:6]([C:18]([OH:20])=[O:19])=[CH:5]2, predict the reactants needed to synthesize it. (6) The reactants are: C([O:3][C:4]([C@@H:6]1[CH2:11][C@:10]2([CH2:12][O:13][CH:14]3[CH2:19][CH2:18][CH2:17][CH2:16][O:15]3)[C@@H:8]([CH2:9]2)[N:7]1[C:20]([O:22][C:23]([CH3:26])([CH3:25])[CH3:24])=[O:21])=[O:5])C.[OH-].[K+]. Given the product [C:23]([O:22][C:20]([N:7]1[C@H:6]([C:4]([OH:5])=[O:3])[CH2:11][C@:10]2([CH2:12][O:13][CH:14]3[CH2:19][CH2:18][CH2:17][CH2:16][O:15]3)[C@H:8]1[CH2:9]2)=[O:21])([CH3:26])([CH3:24])[CH3:25], predict the reactants needed to synthesize it. (7) Given the product [OH:5][C:6]1[CH:7]=[C:8]([CH:12]=[C:13]([CH3:15])[CH:14]=1)[C:9]([O:11][CH3:1])=[O:10], predict the reactants needed to synthesize it. The reactants are: [C:1](Cl)(=O)C.[OH:5][C:6]1[CH:7]=[C:8]([CH:12]=[C:13]([CH3:15])[CH:14]=1)[C:9]([OH:11])=[O:10].C(Cl)(=O)C.CO.